Predict which catalyst facilitates the given reaction. From a dataset of Catalyst prediction with 721,799 reactions and 888 catalyst types from USPTO. (1) The catalyst class is: 1. Product: [CH:1]1([CH:4]([C:15](=[O:17])[CH3:16])[C:5]([O:7][CH2:8][C:9]2[CH:10]=[CH:11][CH:12]=[CH:13][CH:14]=2)=[O:6])[CH2:2][CH2:3]1. Reactant: [CH:1]1([CH2:4][C:5]([O:7][CH2:8][C:9]2[CH:14]=[CH:13][CH:12]=[CH:11][CH:10]=2)=[O:6])[CH2:3][CH2:2]1.[C:15](Cl)(=[O:17])[CH3:16]. (2) Reactant: [C:1]([O:5][C:6]([N:8]1[C:16]2[C:11](=[CH:12][CH:13]=[C:14]([CH3:17])[CH:15]=2)[C:10]([CH:18]=[CH:19][C:20](O)=[O:21])=[CH:9]1)=[O:7])([CH3:4])([CH3:3])[CH3:2].[F:23][C:24]1[CH:25]=[C:26]([CH:34]=[CH:35][CH:36]=1)[C:27]([NH:29][NH:30][CH:31]([CH3:33])[CH3:32])=[O:28].CN(C(ON1N=NC2C=CC=NC1=2)=[N+](C)C)C.F[P-](F)(F)(F)(F)F.C(N(CC)C(C)C)(C)C. Product: [F:23][C:24]1[CH:25]=[C:26]([CH:34]=[CH:35][CH:36]=1)[C:27]([NH:29][N:30]([C:20](=[O:21])/[CH:19]=[CH:18]/[C:10]1[C:11]2[C:16](=[CH:15][C:14]([CH3:17])=[CH:13][CH:12]=2)[N:8]([C:6]([O:5][C:1]([CH3:2])([CH3:3])[CH3:4])=[O:7])[CH:9]=1)[CH:31]([CH3:33])[CH3:32])=[O:28]. The catalyst class is: 31.